This data is from Peptide-MHC class I binding affinity with 185,985 pairs from IEDB/IMGT. The task is: Regression. Given a peptide amino acid sequence and an MHC pseudo amino acid sequence, predict their binding affinity value. This is MHC class I binding data. (1) The peptide sequence is HLVDFQVTI. The MHC is HLA-A68:02 with pseudo-sequence HLA-A68:02. The binding affinity (normalized) is 1.00. (2) The peptide sequence is VETKCPNLD. The MHC is HLA-B40:01 with pseudo-sequence HLA-B40:01. The binding affinity (normalized) is 0. (3) The peptide sequence is FPTSCHMF. The MHC is HLA-A02:06 with pseudo-sequence HLA-A02:06. The binding affinity (normalized) is 0. (4) The peptide sequence is CYWPLNDYGF. The MHC is Patr-A0901 with pseudo-sequence Patr-A0901. The binding affinity (normalized) is 0.366. (5) The peptide sequence is WHTTKGAAL. The MHC is HLA-B39:01 with pseudo-sequence HLA-B39:01. The binding affinity (normalized) is 0.739. (6) The MHC is Mamu-B17 with pseudo-sequence Mamu-B17. The peptide sequence is DRRTEEENL. The binding affinity (normalized) is 0. (7) The peptide sequence is YQNKVVKVQR. The MHC is HLA-A33:01 with pseudo-sequence HLA-A33:01. The binding affinity (normalized) is 0.394. (8) The peptide sequence is VEITPYKPTW. The MHC is HLA-A02:01 with pseudo-sequence HLA-A02:01. The binding affinity (normalized) is 0.0181. (9) The peptide sequence is CAGVIEYAK. The MHC is HLA-A33:01 with pseudo-sequence HLA-A33:01. The binding affinity (normalized) is 0.345.